Task: Predict the product of the given reaction.. Dataset: Forward reaction prediction with 1.9M reactions from USPTO patents (1976-2016) Given the reactants C[O:2][C:3](=[O:29])[CH2:4][C:5]1[CH:10]=[CH:9][C:8]([C:11]([C:22]2[CH:27]=[CH:26][C:25]([OH:28])=[CH:24][CH:23]=2)=[C:12]2[CH2:17][C:16]([CH3:19])([CH3:18])[CH2:15][C:14]([CH3:21])([CH3:20])[CH2:13]2)=[CH:7][CH:6]=1.[OH-].[Na+].Cl, predict the reaction product. The product is: [OH:28][C:25]1[CH:26]=[CH:27][C:22]([C:11](=[C:12]2[CH2:13][C:14]([CH3:21])([CH3:20])[CH2:15][C:16]([CH3:19])([CH3:18])[CH2:17]2)[C:8]2[CH:9]=[CH:10][C:5]([CH2:4][C:3]([OH:29])=[O:2])=[CH:6][CH:7]=2)=[CH:23][CH:24]=1.